This data is from Forward reaction prediction with 1.9M reactions from USPTO patents (1976-2016). The task is: Predict the product of the given reaction. (1) Given the reactants [Br:1][CH2:2][C:3]1[CH:8]=[CH:7][CH:6]=[CH:5][C:4]=1[CH2:9]Br.ClCC1C(C)=C(CCl)C(C)=CC=1C.[NH2:24][C:25]([NH2:27])=[S:26], predict the reaction product. The product is: [BrH:1].[BrH:1].[C:25]([S:26][CH2:2][C:3]1[CH:8]=[CH:7][CH:6]=[CH:5][C:4]=1[CH2:9][S:26][C:25](=[NH:24])[NH2:27])(=[NH:27])[NH2:24]. (2) Given the reactants [N:1]1[CH:6]=[CH:5][CH:4]=[C:3]([S:7](Cl)(=[O:9])=[O:8])[CH:2]=1.[NH2:11][C:12]1[CH:13]=[CH:14][CH:15]=[C:16]2[C:20]=1[N:19](COC)[C:18]([C:24]([O:26]CC)=[O:25])=[CH:17]2.[C:29](=O)([O-])[O-].[K+].[K+].CI, predict the reaction product. The product is: [CH3:29][N:11]([S:7]([C:3]1[CH:2]=[N:1][CH:6]=[CH:5][CH:4]=1)(=[O:9])=[O:8])[C:12]1[CH:13]=[CH:14][CH:15]=[C:16]2[C:20]=1[NH:19][C:18]([C:24]([OH:26])=[O:25])=[CH:17]2.